This data is from Peptide-MHC class II binding affinity with 134,281 pairs from IEDB. The task is: Regression. Given a peptide amino acid sequence and an MHC pseudo amino acid sequence, predict their binding affinity value. This is MHC class II binding data. (1) The peptide sequence is RDHYILYCEGELHGRQ. The MHC is DRB1_0401 with pseudo-sequence DRB1_0401. The binding affinity (normalized) is 0.276. (2) The peptide sequence is DLGYAPATPAAPGAG. The MHC is HLA-DQA10101-DQB10501 with pseudo-sequence HLA-DQA10101-DQB10501. The binding affinity (normalized) is 0.0809. (3) The peptide sequence is AAATAGTTVYGAHAA. The MHC is HLA-DPA10103-DPB10401 with pseudo-sequence HLA-DPA10103-DPB10401. The binding affinity (normalized) is 0. (4) The peptide sequence is YDKFLANVSTVLTVK. The MHC is DRB1_0701 with pseudo-sequence DRB1_0701. The binding affinity (normalized) is 0.858. (5) The peptide sequence is GAMAKKGQEDKLRKA. The MHC is HLA-DQA10501-DQB10201 with pseudo-sequence HLA-DQA10501-DQB10201. The binding affinity (normalized) is 0. (6) The peptide sequence is AAFSKLPASTIDELK. The MHC is DRB3_0202 with pseudo-sequence DRB3_0202. The binding affinity (normalized) is 0.258.